From a dataset of NCI-60 drug combinations with 297,098 pairs across 59 cell lines. Regression. Given two drug SMILES strings and cell line genomic features, predict the synergy score measuring deviation from expected non-interaction effect. Drug 1: C1C(C(OC1N2C=C(C(=O)NC2=O)F)CO)O. Drug 2: C1C(C(OC1N2C=NC3=C(N=C(N=C32)Cl)N)CO)O. Cell line: BT-549. Synergy scores: CSS=28.6, Synergy_ZIP=-6.92, Synergy_Bliss=-7.72, Synergy_Loewe=-6.11, Synergy_HSA=-2.31.